From a dataset of Retrosynthesis with 50K atom-mapped reactions and 10 reaction types from USPTO. Predict the reactants needed to synthesize the given product. Given the product Cc1ccc(OCc2ccc(F)cc2)c(C=O)c1, predict the reactants needed to synthesize it. The reactants are: Cc1ccc(O)c(C=O)c1.Fc1ccc(CBr)cc1.